The task is: Predict the reactants needed to synthesize the given product.. This data is from Full USPTO retrosynthesis dataset with 1.9M reactions from patents (1976-2016). Given the product [O:1]1[C:6]2[CH:7]=[CH:8][C:9]([NH:11][C:12]3[CH:17]=[C:16]([I:19])[CH:15]=[CH:14][N:13]=3)=[CH:10][C:5]=2[O:4][CH2:3][CH2:2]1, predict the reactants needed to synthesize it. The reactants are: [O:1]1[C:6]2[CH:7]=[CH:8][C:9]([NH:11][C:12]3[CH:17]=[C:16](N)[CH:15]=[CH:14][N:13]=3)=[CH:10][C:5]=2[O:4][CH2:3][CH2:2]1.[I-:19].[K+].II.